Dataset: Ames mutagenicity test results for genotoxicity prediction. Task: Regression/Classification. Given a drug SMILES string, predict its toxicity properties. Task type varies by dataset: regression for continuous values (e.g., LD50, hERG inhibition percentage) or binary classification for toxic/non-toxic outcomes (e.g., AMES mutagenicity, cardiotoxicity, hepatotoxicity). Dataset: ames. The compound is C=C(C)C(=O)OCC(O)COc1ccc(C(C)(C)c2ccc(OCC(O)COC(=O)C(=C)C)cc2)cc1. The result is 0 (non-mutagenic).